This data is from Catalyst prediction with 721,799 reactions and 888 catalyst types from USPTO. The task is: Predict which catalyst facilitates the given reaction. Reactant: [CH3:1][C:2]1[CH:3]=[C:4]([CH:8]=[C:9]([C:11]2[CH:16]=[CH:15][CH:14]=[CH:13][CH:12]=2)[CH:10]=1)[C:5]([OH:7])=[O:6].[CH3:17]O. Product: [CH3:1][C:2]1[CH:3]=[C:4]([CH:8]=[C:9]([C:11]2[CH:16]=[CH:15][CH:14]=[CH:13][CH:12]=2)[CH:10]=1)[C:5]([O:7][CH3:17])=[O:6]. The catalyst class is: 82.